From a dataset of Catalyst prediction with 721,799 reactions and 888 catalyst types from USPTO. Predict which catalyst facilitates the given reaction. (1) Reactant: [C:1]([O:5][C:6]([N:8]1[CH2:13][CH2:12][CH:11]([O:14][C:15]2[CH:20]=[CH:19][C:18]([C:21](=[O:23])[CH3:22])=[CH:17][N:16]=2)[CH2:10][CH2:9]1)=[O:7])([CH3:4])([CH3:3])[CH3:2].C[Si]([N-][Si](C)(C)C)(C)C.[K+].[CH2:34]([O:36][C:37](=[O:42])[C:38](Br)([CH3:40])[CH3:39])[CH3:35]. Product: [C:1]([O:5][C:6]([N:8]1[CH2:13][CH2:12][CH:11]([O:14][C:15]2[CH:20]=[CH:19][C:18]([C:21](=[O:23])[CH2:22][C:38]([C:37]([O:36][CH2:34][CH3:35])=[O:42])([CH3:40])[CH3:39])=[CH:17][N:16]=2)[CH2:10][CH2:9]1)=[O:7])([CH3:4])([CH3:2])[CH3:3]. The catalyst class is: 182. (2) Reactant: [C:1]1([C:7]2([NH2:16])[CH2:15][CH2:14][CH:13]3[N:9]([CH2:10][CH2:11][CH2:12]3)[CH2:8]2)[CH:6]=[CH:5][CH:4]=[CH:3][CH:2]=1.C(N(C(C)C)C(C)C)C.[CH3:26][O:27][C:28]1[CH:36]=[C:35]([C:37]([F:40])([F:39])[F:38])[CH:34]=[C:33]([S:41][CH3:42])[C:29]=1[C:30](Cl)=[O:31]. Product: [CH3:26][O:27][C:28]1[CH:36]=[C:35]([C:37]([F:38])([F:39])[F:40])[CH:34]=[C:33]([S:41][CH3:42])[C:29]=1[C:30]([NH:16][C:7]1([C:1]2[CH:2]=[CH:3][CH:4]=[CH:5][CH:6]=2)[CH2:15][CH2:14][CH:13]2[N:9]([CH2:10][CH2:11][CH2:12]2)[CH2:8]1)=[O:31]. The catalyst class is: 4. (3) Reactant: [CH3:1][C:2]1([CH3:23])[C:6]([CH3:8])([CH3:7])[O:5][B:4]([C:9]2[CH:10]=[C:11]3[C:15](=[CH:16][CH:17]=2)[NH:14][N:13]=[C:12]3[C:18]([O:20][CH2:21][CH3:22])=[O:19])[O:3]1.[H-].[Na+].Cl[CH2:27][O:28][CH2:29][CH2:30][Si:31]([CH3:34])([CH3:33])[CH3:32]. Product: [CH2:21]([O:20][C:18]([C:12]1[C:11]2[C:15](=[CH:16][CH:17]=[C:9]([B:4]3[O:5][C:6]([CH3:7])([CH3:8])[C:2]([CH3:23])([CH3:1])[O:3]3)[CH:10]=2)[N:14]([CH2:27][O:28][CH2:29][CH2:30][Si:31]([CH3:34])([CH3:33])[CH3:32])[N:13]=1)=[O:19])[CH3:22]. The catalyst class is: 9. (4) Reactant: [CH2:12]([Sn]([CH2:12][CH2:13][CH2:14][CH3:15])([CH2:12][CH2:13][CH2:14][CH3:15])C=C)[CH2:13][CH2:14][CH3:15].ClC1C=[CH:21][C:20]([Cl:23])=[CH:19][N:18]=1.[F-].[NH4+].C(OCC)(=O)C. Product: [Cl:23][C:20]1[CH:21]=[CH:12][C:13]([CH:14]=[CH2:15])=[N:18][CH:19]=1. The catalyst class is: 109. (5) The catalyst class is: 2. Product: [Cl:1][C:2]1[CH:3]=[CH:4][C:5]([O:17][CH2:18][C:19]([OH:21])=[O:20])=[C:6]([C:8]2[CH:9]=[CH:10][C:11]([S:14][CH2:15][CH3:16])=[CH:12][CH:13]=2)[CH:7]=1. Reactant: [Cl:1][C:2]1[CH:3]=[CH:4][C:5]([O:17][CH2:18][C:19]([O:21]C(C)(C)C)=[O:20])=[C:6]([C:8]2[CH:13]=[CH:12][C:11]([S:14][CH2:15][CH3:16])=[CH:10][CH:9]=2)[CH:7]=1.FC(F)(F)C(O)=O. (6) Reactant: Br[C:2]1[CH:3]=[C:4]([CH2:8][N:9]2[C:17]3[C:12](=[CH:13][CH:14]=[CH:15][CH:16]=3)[C:11]([C:18]3[CH:23]=[CH:22][C:21]([C:24]([CH3:27])([CH3:26])[CH3:25])=[CH:20][CH:19]=3)=[C:10]2[C:28]([O:30]CC)=[O:29])[CH:5]=[CH:6][CH:7]=1.[NH:33]1[CH2:38][CH2:37][O:36][CH2:35][CH2:34]1.C(P(C(C)(C)C)C(C)(C)C)(C)(C)C.CC([O-])(C)C.[Na+]. Product: [CH3:25][C:24]([C:21]1[CH:22]=[CH:23][C:18]([C:11]2[C:12]3[C:17](=[CH:16][CH:15]=[CH:14][CH:13]=3)[N:9]([CH2:8][C:4]3[CH:5]=[CH:6][CH:7]=[C:2]([N:33]4[CH2:38][CH2:37][O:36][CH2:35][CH2:34]4)[CH:3]=3)[C:10]=2[C:28]([OH:30])=[O:29])=[CH:19][CH:20]=1)([CH3:27])[CH3:26]. The catalyst class is: 222.